This data is from Reaction yield outcomes from USPTO patents with 853,638 reactions. The task is: Predict the reaction yield, written as a fraction of the theoretical maximum amount of product (1.0 means a 100% yield; for example, 0.34 means a 34% yield). (1) The reactants are [N:1]1[CH:6]=[CH:5][CH:4]=[CH:3][C:2]=1[C:7]1[N:11]=[C:10]([C:12]2[CH:17]=[C:16](Br)[CH:15]=[CH:14][C:13]=2[O:19][CH3:20])[O:9][N:8]=1.[N:21]1[CH:26]=[CH:25][C:24](B(O)O)=[CH:23][CH:22]=1.C(=O)([O-])[O-].[Na+].[Na+]. The catalyst is C1C=CC([P]([Pd]([P](C2C=CC=CC=2)(C2C=CC=CC=2)C2C=CC=CC=2)([P](C2C=CC=CC=2)(C2C=CC=CC=2)C2C=CC=CC=2)[P](C2C=CC=CC=2)(C2C=CC=CC=2)C2C=CC=CC=2)(C2C=CC=CC=2)C2C=CC=CC=2)=CC=1.COCCOC. The product is [N:1]1[CH:6]=[CH:5][CH:4]=[CH:3][C:2]=1[C:7]1[N:11]=[C:10]([C:12]2[CH:17]=[C:16]([C:24]3[CH:25]=[CH:26][N:21]=[CH:22][CH:23]=3)[CH:15]=[CH:14][C:13]=2[O:19][CH3:20])[O:9][N:8]=1. The yield is 0.100. (2) The reactants are Cl.[CH:2]([N:5]1[C:9]([C:10]2[N:19]=[C:18]3[N:12]([CH2:13][CH2:14][O:15][C:16]4[CH:23]=[C:22]([CH:24]5[CH2:29][CH2:28][NH:27][CH2:26][CH2:25]5)[CH:21]=[CH:20][C:17]=43)[CH:11]=2)=[N:8][CH:7]=[N:6]1)([CH3:4])[CH3:3].BrC1C=CC2C3N(CCOC=2C=1)C=C(C1N(C(C)C)N=CN=1)N=3.B1(C2CCN([C:68]([O:70][C:71]([CH3:74])([CH3:73])[CH3:72])=[O:69])CC=2)OC(C)(C)C(C)(C)O1.C(=O)([O-])[O-].[K+].[K+].C(Cl)Cl. The catalyst is CN(C=O)C. The product is [C:71]([O:70][C:68]([N:27]1[CH2:28][CH:29]=[C:24]([C:22]2[CH:21]=[CH:20][C:17]3[C:18]4[N:12]([CH2:13][CH2:14][O:15][C:16]=3[CH:23]=2)[CH:11]=[C:10]([C:9]2[N:5]([CH:2]([CH3:4])[CH3:3])[N:6]=[CH:7][N:8]=2)[N:19]=4)[CH2:25][CH2:26]1)=[O:69])([CH3:74])([CH3:73])[CH3:72]. The yield is 0.960. (3) The reactants are [Cl:1][C:2]1[CH:3]=[C:4]([C:8]2[C:17]3[C:12](=[CH:13][CH:14]=[C:15]([C:18]([C:26]4[CH:31]=[CH:30][C:29]([Cl:32])=[CH:28][CH:27]=4)([OH:25])[C:19]4[N:23]([CH3:24])[CH:22]=[N:21][CH:20]=4)[CH:16]=3)[N:11]=[C:10]([NH:33]C(C3OC=CC=3)=O)[CH:9]=2)[CH:5]=[CH:6][CH:7]=1.[Br:41][C:42]1[CH:50]=[CH:49][C:45]([C:46]([OH:48])=O)=[CH:44][CH:43]=1.Cl.C(C(NCCCN(C)C)=N)C.ON1C2C=CC=CC=2N=N1.CCN(CC)CC. The catalyst is C1COCC1.O.CCOC(C)=O. The product is [Br:41][C:42]1[CH:43]=[CH:44][C:45]([C:46]([NH:33][C:10]2[CH:9]=[C:8]([C:4]3[CH:5]=[CH:6][CH:7]=[C:2]([Cl:1])[CH:3]=3)[C:17]3[C:12](=[CH:13][CH:14]=[C:15]([C:18]([C:26]4[CH:27]=[CH:28][C:29]([Cl:32])=[CH:30][CH:31]=4)([OH:25])[C:19]4[N:23]([CH3:24])[CH:22]=[N:21][CH:20]=4)[CH:16]=3)[N:11]=2)=[O:48])=[CH:49][CH:50]=1. The yield is 0.410. (4) The reactants are [CH2:1]([O:3][C:4]([C:6]1[CH:7]=[N:8][N:9]([C:11]2[N:15](COCCOC)[C:14]3[CH:22]=[C:23]([S:30]([CH2:32][CH3:33])=[O:31])[C:24](C(F)(F)F)=[CH:25][C:13]=3[N:12]=2)[CH:10]=1)=[O:5])[CH3:2].[ClH:34]. The catalyst is C(O)C.O1CCOCC1. The product is [CH2:1]([O:3][C:4]([C:6]1[CH:7]=[N:8][N:9]([C:11]2[NH:15][C:14]3[CH:22]=[C:23]([S:30]([CH2:32][CH3:33])=[O:31])[C:24]([Cl:34])=[CH:25][C:13]=3[N:12]=2)[CH:10]=1)=[O:5])[CH3:2]. The yield is 0.670. (5) The reactants are [CH3:1][O:2][C:3](=[O:28])[C:4]1[CH:9]=[CH:8][CH:7]=[C:6]([O:10][C:11]2[CH:16]=[CH:15][C:14](C=O)=[C:13]([B:19]3[O:23][C:22](C)(C)C(C)(C)[O:20]3)[CH:12]=2)[CH:5]=1.[BH4-].[Na+]. The catalyst is CO. The product is [CH3:1][O:2][C:3](=[O:28])[C:4]1[CH:9]=[CH:8][CH:7]=[C:6]([O:10][C:11]2[CH:16]=[CH:15][C:14]3[CH2:22][O:23][B:19]([OH:20])[C:13]=3[CH:12]=2)[CH:5]=1. The yield is 0.550. (6) The reactants are [NH2:1][S:2]([C:5]1[CH:10]=[CH:9][C:8]([N:11]2[C:15]([C:16]3[CH:21]=[CH:20][C:19]([Cl:22])=[CH:18][CH:17]=3)=[CH:14][C:13]([C:23](O)=[O:24])=[N:12]2)=[CH:7][CH:6]=1)(=[O:4])=[O:3].O1CCCC1.CO. The catalyst is C(OCC)(=O)C. The product is [Cl:22][C:19]1[CH:18]=[CH:17][C:16]([C:15]2[N:11]([C:8]3[CH:7]=[CH:6][C:5]([S:2]([NH2:1])(=[O:4])=[O:3])=[CH:10][CH:9]=3)[N:12]=[C:13]([CH2:23][OH:24])[CH:14]=2)=[CH:21][CH:20]=1. The yield is 0.710. (7) The reactants are [Cl:1][C:2]1[C:7]2[C:8](=[O:22])[N:9]([CH2:11][C:12]3[CH:17]=[CH:16][C:15]([O:18][CH3:19])=[CH:14][C:13]=3[O:20][CH3:21])[CH2:10][C:6]=2[C:5]([F:23])=[C:4](Cl)[N:3]=1.[NH2:25][C@@H:26]1[CH2:31][CH2:30][O:29][CH2:28][C@@H:27]1[NH:32][C:33](=[O:39])[O:34][C:35]([CH3:38])([CH3:37])[CH3:36].CCN(C(C)C)C(C)C. The catalyst is C(#N)C. The product is [Cl:1][C:2]1[C:7]2[C:8](=[O:22])[N:9]([CH2:11][C:12]3[CH:17]=[CH:16][C:15]([O:18][CH3:19])=[CH:14][C:13]=3[O:20][CH3:21])[CH2:10][C:6]=2[C:5]([F:23])=[C:4]([NH:25][C@@H:26]2[CH2:31][CH2:30][O:29][CH2:28][C@@H:27]2[NH:32][C:33](=[O:39])[O:34][C:35]([CH3:37])([CH3:36])[CH3:38])[N:3]=1. The yield is 0.110.